From a dataset of Aqueous solubility values for 9,982 compounds from the AqSolDB database. Regression/Classification. Given a drug SMILES string, predict its absorption, distribution, metabolism, or excretion properties. Task type varies by dataset: regression for continuous measurements (e.g., permeability, clearance, half-life) or binary classification for categorical outcomes (e.g., BBB penetration, CYP inhibition). For this dataset (solubility_aqsoldb), we predict Y. (1) The molecule is Cc1ccc2cc(C)ccc2c1. The Y is -4.89 log mol/L. (2) The drug is CCSC(C(=O)O)c1ccccc1. The Y is -1.57 log mol/L. (3) The molecule is CCCCCCC(CCCC)COS(=O)(=O)[O-].[Na+]. The Y is 0.142 log mol/L. (4) The molecule is CC12CCc3c(ccc4cc(O)ccc34)C1CCC2O. The Y is -4.64 log mol/L. (5) The drug is CC(NC(=O)C(N)c1ccccc1)c1ccccc1. The Y is -1.66 log mol/L. (6) The molecule is CCC(=O)Nc1ccccc1. The Y is -1.55 log mol/L. (7) The molecule is C/C=C/CCC1CCCC(=O)O1. The Y is -1.49 log mol/L.